From a dataset of Forward reaction prediction with 1.9M reactions from USPTO patents (1976-2016). Predict the product of the given reaction. (1) Given the reactants Cl[C:2]1[CH:7]=[CH:6][N:5]=[C:4]([C:8]#[N:9])[CH:3]=1.C(=O)([O-])[O-].[K+].[K+].[F:16][C:17]([F:30])([F:29])[C:18]1[CH:23]=[C:22]([O:24][CH3:25])[CH:21]=[CH:20][C:19]=1B(O)O.[Cl-].[NH4+], predict the reaction product. The product is: [F:16][C:17]([F:29])([F:30])[C:18]1[CH:23]=[C:22]([O:24][CH3:25])[CH:21]=[CH:20][C:19]=1[C:2]1[CH:7]=[CH:6][N:5]=[C:4]([C:8]#[N:9])[CH:3]=1. (2) The product is: [F:1][C:2]1([C:29]2[CH:34]=[N:35][CH:32]=[CH:31][N:30]=2)[N:6]([O:7][C:8]2[CH:9]=[N:10][CH:11]=[CH:12][CH:13]=2)[C:5]2[CH:14]=[C:15]([O:18][C:19]3[CH:20]=[N:21][C:22]([S:25]([CH3:28])(=[O:26])=[O:27])=[CH:23][CH:24]=3)[CH:16]=[CH:17][C:4]=2[NH:3]1. Given the reactants [F:1][C:2]1([C:29]2[CH:34]=C[CH:32]=[CH:31][N:30]=2)[N:6]([O:7][C:8]2[CH:9]=[N:10][CH:11]=[CH:12][CH:13]=2)[C:5]2[CH:14]=[C:15]([O:18][C:19]3[CH:20]=[N:21][C:22]([S:25]([CH3:28])(=[O:27])=[O:26])=[CH:23][CH:24]=3)[CH:16]=[CH:17][C:4]=2[NH:3]1.[N:35]1C=CN=CC=1C(O)=O, predict the reaction product.